Regression/Classification. Given a drug SMILES string, predict its absorption, distribution, metabolism, or excretion properties. Task type varies by dataset: regression for continuous measurements (e.g., permeability, clearance, half-life) or binary classification for categorical outcomes (e.g., BBB penetration, CYP inhibition). Dataset: pampa_ncats. From a dataset of PAMPA (Parallel Artificial Membrane Permeability Assay) permeability data from NCATS. (1) The drug is C1CN(CCC1C(=O)N)C2=NC=C(S2)C3=CC=C(C=C3)Br. The result is 1 (high permeability). (2) The compound is C1CN(CCC1C(=O)N)C2=NC=C(S2)C3=CC4=C(C=C3)OCCO4. The result is 1 (high permeability). (3) The molecule is COC1=CC=C(C=C1)C2=CSC(=N2)N3CCC(CC3)C(=O)N. The result is 1 (high permeability). (4) The compound is C1=CC(=CC=C1NCC2=C(C=C(C=C2)[N+](=O)[O-])O)[S+](=O)(NC3=NC=CS3)[O-]. The result is 0 (low-to-moderate permeability). (5) The compound is C1CC2=C(C(N=C(N2)NC3=NC4=CC=CC=C4O3)C5=CC=CC=C5Cl)C(=O)C1. The result is 1 (high permeability). (6) The compound is C1CN(CCC1C(=O)N)C2=NC(=CS2)C3=CC=CS3. The result is 1 (high permeability).